Dataset: Reaction yield outcomes from USPTO patents with 853,638 reactions. Task: Predict the reaction yield, written as a fraction of the theoretical maximum amount of product (1.0 means a 100% yield; for example, 0.34 means a 34% yield). (1) The reactants are [CH:1]1([NH:4][C:5](=[O:32])[C:6]2[CH:11]=[CH:10][C:9]([C:12]3[N:16]4[CH:17]=[C:18]([C:26]5[CH:31]=[CH:30][CH:29]=[CH:28][CH:27]=5)[N:19]=[C:20]([NH:21][CH2:22][CH:23]([CH3:25])[CH3:24])[C:15]4=[N:14][CH:13]=3)=[CH:8][CH:7]=2)[CH2:3][CH2:2]1.[B-](F)(F)(F)[F:34].[B-](F)(F)(F)F.C1[N+]2(CCl)CC[N+](F)(CC2)C1. The catalyst is C(#N)C. The product is [CH:1]1([NH:4][C:5](=[O:32])[C:6]2[CH:11]=[CH:10][C:9]([C:12]3[N:16]4[C:17]([F:34])=[C:18]([C:26]5[CH:31]=[CH:30][CH:29]=[CH:28][CH:27]=5)[N:19]=[C:20]([NH:21][CH2:22][CH:23]([CH3:25])[CH3:24])[C:15]4=[N:14][CH:13]=3)=[CH:8][CH:7]=2)[CH2:3][CH2:2]1. The yield is 0.0750. (2) The reactants are CC1(C)C(C)(C)OB([C:9]2[CH:10]=[C:11]3[C:15](=[CH:16][CH:17]=2)[N:14]([C:18]([O:20][C:21]([CH3:24])([CH3:23])[CH3:22])=[O:19])[CH2:13][CH2:12]3)O1.C([O-])([O-])=O.[K+].[K+].Br[C:33]1[CH:34]=[N:35][N:36]([CH3:39])[C:37]=1[CH3:38]. The product is [CH3:39][N:36]1[C:37]([CH3:38])=[C:33]([C:9]2[CH:10]=[C:11]3[C:15](=[CH:16][CH:17]=2)[N:14]([C:18]([O:20][C:21]([CH3:22])([CH3:23])[CH3:24])=[O:19])[CH2:13][CH2:12]3)[CH:34]=[N:35]1. The yield is 0.880. The catalyst is O1CCOCC1.O.C1C=CC(P(C2C=CC=CC=2)[C-]2C=CC=C2)=CC=1.C1C=CC(P(C2C=CC=CC=2)[C-]2C=CC=C2)=CC=1.Cl[Pd]Cl.[Fe+2]. (3) The yield is 0.0400. The catalyst is CN(C)C=O. The product is [CH3:23][C:21]1[C:20]([CH3:24])=[CH:19][C:3]([O:4][C:5]2[C:14]3[C:9](=[CH:10][C:11]([O:17][CH3:18])=[C:12]([O:15][CH3:16])[CH:13]=3)[N:8]=[CH:7][CH:6]=2)=[C:2]([C:30]2[CH:35]=[CH:34][CH:33]=[CH:32][N:31]=2)[CH:22]=1. The reactants are I[C:2]1[CH:22]=[C:21]([CH3:23])[C:20]([CH3:24])=[CH:19][C:3]=1[O:4][C:5]1[C:14]2[C:9](=[CH:10][C:11]([O:17][CH3:18])=[C:12]([O:15][CH3:16])[CH:13]=2)[N:8]=[CH:7][CH:6]=1.C([Sn](CCCC)(CCCC)[C:30]1[CH:35]=[CH:34][CH:33]=[CH:32][N:31]=1)CCC.[Cl-].[Li+].O. (4) The reactants are Cl[C:2]1[O:3][C:4]2[CH:10]=[CH:9][CH:8]=[CH:7][C:5]=2[N:6]=1.[Br:11][C:12]1[CH:13]=[CH:14][C:15]2[NH:20][CH2:19][CH2:18][O:17][C:16]=2[CH:21]=1. The catalyst is C1(C)C=CC=CC=1.CN(C)C=O. The product is [O:3]1[C:4]2[CH:10]=[CH:9][CH:8]=[CH:7][C:5]=2[N:6]=[C:2]1[N:20]1[CH2:19][CH2:18][O:17][C:16]2[CH:21]=[C:12]([Br:11])[CH:13]=[CH:14][C:15]1=2. The yield is 0.180. (5) The reactants are Cl[C:2]1[N:3]=[N:4][C:5]([C:14]2[CH:19]=[CH:18][CH:17]=[CH:16][CH:15]=2)=[CH:6][C:7]=1[C:8]1[CH:13]=[CH:12][CH:11]=[CH:10][CH:9]=1.[N:20]1[CH:25]=[CH:24][CH:23]=[N:22][C:21]=1[N:26]1[CH2:31][CH2:30][NH:29][CH2:28][CH2:27]1. No catalyst specified. The product is [C:8]1([C:7]2[CH:6]=[C:5]([C:14]3[CH:19]=[CH:18][CH:17]=[CH:16][CH:15]=3)[N:4]=[N:3][C:2]=2[N:29]2[CH2:30][CH2:31][N:26]([C:21]3[N:20]=[CH:25][CH:24]=[CH:23][N:22]=3)[CH2:27][CH2:28]2)[CH:13]=[CH:12][CH:11]=[CH:10][CH:9]=1. The yield is 0.811. (6) The reactants are C([O:4][CH2:5][C@H:6]1[CH2:11][C@@H:10]([O:12]C(=O)C)[CH2:9][CH2:8][C@@:7]1([C@H:17]1[CH2:25][CH2:24][C@@:23]2([CH3:26])[C@@H:19]([CH2:20][CH2:21][C@@:22]2([OH:33])[C:27]2[CH:32]=[CH:31][CH:30]=[CH:29][N:28]=2)[C@@H:18]1[CH2:34][NH2:35])[CH3:16])(=O)C.C(=O)([O-])[O-].[K+].[K+]. The catalyst is CO. The product is [NH2:35][CH2:34][C@@H:18]1[C@@H:17]([C@@:7]2([CH3:16])[CH2:8][CH2:9][C@H:10]([OH:12])[CH2:11][C@@H:6]2[CH2:5][OH:4])[CH2:25][CH2:24][C@@:23]2([CH3:26])[C@H:19]1[CH2:20][CH2:21][C@:22]2([C:27]1[CH:32]=[CH:31][CH:30]=[CH:29][N:28]=1)[OH:33]. The yield is 0.970.